From a dataset of Full USPTO retrosynthesis dataset with 1.9M reactions from patents (1976-2016). Predict the reactants needed to synthesize the given product. The reactants are: C([O:8][C:9]1[CH:14]=[CH:13][C:12]([C:15]2[N:16]=[CH:17][N:18]([C:20]([N:22]([CH:24]3[CH2:29][CH2:28][N:27]([CH2:30][C:31]4[CH:36]=[CH:35][CH:34]=[C:33]([O:37][CH3:38])[CH:32]=4)[CH2:26][CH2:25]3)[CH3:23])=[O:21])[CH:19]=2)=[CH:11][CH:10]=1)C1C=CC=CC=1.Br.C([O-])([O-])=O.[Na+].[Na+]. Given the product [OH:8][C:9]1[CH:10]=[CH:11][C:12]([C:15]2[N:16]=[CH:17][N:18]([C:20]([N:22]([CH:24]3[CH2:29][CH2:28][N:27]([CH2:30][C:31]4[CH:36]=[CH:35][CH:34]=[C:33]([O:37][CH3:38])[CH:32]=4)[CH2:26][CH2:25]3)[CH3:23])=[O:21])[CH:19]=2)=[CH:13][CH:14]=1, predict the reactants needed to synthesize it.